Dataset: hERG Central: cardiac toxicity at 1µM, 10µM, and general inhibition. Task: Predict hERG channel inhibition at various concentrations. (1) The compound is CCN1CCN(C2=C(NS(=O)(=O)c3ccc(C)cc3)C(=O)c3ccccc3C2=O)CC1. Results: hERG_inhib (hERG inhibition (general)): blocker. (2) The drug is Cc1cc(N2CCOCC2)n2cc(-c3ccc(F)cc3)nc2n1. Results: hERG_inhib (hERG inhibition (general)): blocker. (3) The molecule is CCc1ccc(-c2nc(CN3CCC(C(=O)NCc4ccccc4OC)CC3)c(C)o2)cc1. Results: hERG_inhib (hERG inhibition (general)): blocker. (4) The compound is O=C1NC2=C(CCc3ccccc32)C(c2ccc(Br)cc2)N1. Results: hERG_inhib (hERG inhibition (general)): blocker. (5) The compound is O=C(NCc1ccncc1)/C(=C\c1ccc(F)cc1)NC(=O)c1ccccc1. Results: hERG_inhib (hERG inhibition (general)): blocker. (6) The compound is Cc1ccc(S(=O)(=O)N(CC(=O)NCc2ccncc2)C2CCCCC2)cc1. Results: hERG_inhib (hERG inhibition (general)): blocker. (7) The molecule is COc1ccc(CNC(C)C2COc3ccccc3O2)c(OC)c1.O=C(O)C(=O)O. Results: hERG_inhib (hERG inhibition (general)): blocker. (8) The drug is COc1ccc(CC(=O)Nc2cccc(-c3ccc4nnc(C)n4n3)c2)cc1. Results: hERG_inhib (hERG inhibition (general)): blocker. (9) The molecule is CN1CCN(c2ccc(NC(=O)c3ccc4ccccc4c3)cc2)CC1. Results: hERG_inhib (hERG inhibition (general)): blocker.